Dataset: Reaction yield outcomes from USPTO patents with 853,638 reactions. Task: Predict the reaction yield, written as a fraction of the theoretical maximum amount of product (1.0 means a 100% yield; for example, 0.34 means a 34% yield). The catalyst is ClCCl.O. The yield is 0.810. The reactants are C(O[C:5](=[O:7])[CH3:6])(=O)C.[N+:8]([C:11]1[CH:16]=[CH:15][C:14]([C:17]2[S:18][CH:19]=[CH:20][CH:21]=2)=[CH:13][C:12]=1[NH:22][C:23]([NH:25][CH2:26][CH:27]1[CH2:32][CH2:31][NH:30][CH2:29][CH2:28]1)=[O:24])([O-:10])=[O:9].C(N(CC)CC)C. The product is [C:5]([N:30]1[CH2:29][CH2:28][CH:27]([CH2:26][NH:25][C:23]([NH:22][C:12]2[CH:13]=[C:14]([C:17]3[S:18][CH:19]=[CH:20][CH:21]=3)[CH:15]=[CH:16][C:11]=2[N+:8]([O-:10])=[O:9])=[O:24])[CH2:32][CH2:31]1)(=[O:7])[CH3:6].